Dataset: Forward reaction prediction with 1.9M reactions from USPTO patents (1976-2016). Task: Predict the product of the given reaction. (1) The product is: [CH3:2][C:3]([CH3:47])([CH2:45][CH3:46])[CH2:4][C:5]1[N:6]=[C:7]([CH2:29][CH:30]([C:32]2[CH:37]=[CH:36][C:35]([C:38]3[CH:43]=[CH:42][C:41]([F:44])=[CH:40][N:39]=3)=[CH:34][CH:33]=2)[OH:31])[NH:8][CH:9]=1. Given the reactants Cl.[CH3:2][C:3]([CH3:47])([CH2:45][CH3:46])[CH2:4][C:5]1[N:6]=[C:7]([CH2:29][CH:30]([C:32]2[CH:37]=[CH:36][C:35]([C:38]3[CH:43]=[CH:42][C:41]([F:44])=[CH:40][N:39]=3)=[CH:34][CH:33]=2)[OH:31])[N:8](C(C2C=CC=CC=2)(C2C=CC=CC=2)C2C=CC=CC=2)[CH:9]=1, predict the reaction product. (2) Given the reactants S1C=CC=C1S(C[S:10]([C:13]([F:16])([F:15])[F:14])(=[O:12])=[O:11])(=O)=O.[S:17](N=[N+]=[N-])([C:20]1C=CC(C)=[CH:22][CH:21]=1)(=O)=O.C([N:32]([CH2:35][CH3:36])CC)C.O.C(#[N:40])C, predict the reaction product. The product is: [S:17]1[CH:20]=[CH:21][CH:22]=[C:36]1[C:35]([S:10]([C:13]([F:14])([F:15])[F:16])(=[O:11])=[O:12])=[N+:32]=[N-:40]. (3) Given the reactants C([O:4][CH2:5][C:6]([N:8]1[CH2:13][CH2:12][N:11]([C:14]2[CH:35]=[CH:34][C:17]([NH:18][C:19]3[N:24]=[C:23]([C:25]4[N:29]([CH:30]([CH3:32])[CH3:31])[C:28]([CH3:33])=[N:27][CH:26]=4)[CH:22]=[CH:21][N:20]=3)=[CH:16][CH:15]=2)[CH2:10][CH2:9]1)=[O:7])(=O)C.N, predict the reaction product. The product is: [OH:4][CH2:5][C:6]([N:8]1[CH2:9][CH2:10][N:11]([C:14]2[CH:35]=[CH:34][C:17]([NH:18][C:19]3[N:24]=[C:23]([C:25]4[N:29]([CH:30]([CH3:32])[CH3:31])[C:28]([CH3:33])=[N:27][CH:26]=4)[CH:22]=[CH:21][N:20]=3)=[CH:16][CH:15]=2)[CH2:12][CH2:13]1)=[O:7].